From a dataset of Forward reaction prediction with 1.9M reactions from USPTO patents (1976-2016). Predict the product of the given reaction. (1) Given the reactants Br[C:2]1[CH:15]=[CH:14][C:5]2[S:6][C:7]3[CH:12]=[CH:11][C:10](Br)=[CH:9][C:8]=3[C:4]=2[CH:3]=1.[C:16]1(B(O)O)[CH:21]=[CH:20][CH:19]=[CH:18][CH:17]=1.C(=O)([O-])[O-].[K+].[K+].[CH2:31](O)[CH3:32], predict the reaction product. The product is: [C:16]1([C:2]2[CH:15]=[CH:14][C:5]3[S:6][C:7]4[CH:12]=[CH:11][C:10]([C:32]5[CH:31]=[CH:4][CH:3]=[CH:2][CH:15]=5)=[CH:9][C:8]=4[C:4]=3[CH:3]=2)[CH:21]=[CH:20][CH:19]=[CH:18][CH:17]=1. (2) Given the reactants [F:1][C:2]1[CH:3]=[C:4]([CH:13]([NH:17][C:18]([C:20]2[CH:25]=[C:24]([O:26]C)[N:23]=[C:22]([N:28]3[CH2:32][CH2:31][CH2:30][CH2:29]3)[N:21]=2)=[O:19])[CH2:14][O:15][CH3:16])[CH:5]=[CH:6][C:7]=1[O:8][C:9]([F:12])([F:11])[F:10].Cl.N1C=CC=CC=1.CN(C)C(=O)C, predict the reaction product. The product is: [F:1][C:2]1[CH:3]=[C:4]([CH:13]([NH:17][C:18]([C:20]2[N:21]=[C:22]([N:28]3[CH2:32][CH2:31][CH2:30][CH2:29]3)[NH:23][C:24](=[O:26])[CH:25]=2)=[O:19])[CH2:14][O:15][CH3:16])[CH:5]=[CH:6][C:7]=1[O:8][C:9]([F:10])([F:12])[F:11]. (3) Given the reactants C([Li])CCC.[CH2:6]([SH:8])[CH3:7].[CH2:9]([O:11][C:12](=[O:24])/[C:13](/[NH:21][CH:22]=[O:23])=[C:14](/[CH3:20])\[CH2:15][CH2:16][CH2:17][CH2:18][CH3:19])[CH3:10], predict the reaction product. The product is: [CH2:9]([O:11][C:12](=[O:24])[CH:13]([NH:21][CH:22]=[O:23])[C:14]([S:8][CH2:6][CH3:7])([CH3:20])[CH2:15][CH2:16][CH2:17][CH2:18][CH3:19])[CH3:10]. (4) Given the reactants [Br:1][C:2]1[C:3]([N+:23]([O-])=O)=[CH:4][C:5]2[O:9][C:8]([C:10]3[CH:15]=[CH:14][C:13]([F:16])=[CH:12][CH:11]=3)=[C:7]([C:17]([O:19][CH2:20][CH3:21])=[O:18])[C:6]=2[CH:22]=1.[NH4+].[Cl-], predict the reaction product. The product is: [NH2:23][C:3]1[C:2]([Br:1])=[CH:22][C:6]2[C:7]([C:17]([O:19][CH2:20][CH3:21])=[O:18])=[C:8]([C:10]3[CH:11]=[CH:12][C:13]([F:16])=[CH:14][CH:15]=3)[O:9][C:5]=2[CH:4]=1.